From a dataset of Forward reaction prediction with 1.9M reactions from USPTO patents (1976-2016). Predict the product of the given reaction. (1) Given the reactants C(=O)(O)[O-].[Na+].Cl.C(O[C:10](=[NH:17])[CH2:11][C:12](OCC)=[O:13])C.[NH:18]1[C:22]([NH2:23])=[CH:21][CH:20]=[N:19]1, predict the reaction product. The product is: [NH2:17][C:10]1[NH:23][C:22]2[N:18]([N:19]=[CH:20][CH:21]=2)[C:12](=[O:13])[CH:11]=1. (2) The product is: [F:1][C:2]([F:25])([F:24])[C:3]1[CH:4]=[C:5]([NH:9][C:10]([C:12]2[CH:13]=[C:14]3[C:19](=[CH:20][CH:21]=2)[C:18]([I:27])=[N:17][N:16]=[C:15]3[I:28])=[O:11])[CH:6]=[CH:7][CH:8]=1. Given the reactants [F:1][C:2]([F:25])([F:24])[C:3]1[CH:4]=[C:5]([NH:9][C:10]([C:12]2[CH:13]=[C:14]3[C:19](=[CH:20][CH:21]=2)[C:18](Cl)=[N:17][N:16]=[C:15]3Cl)=[O:11])[CH:6]=[CH:7][CH:8]=1.[Na+].[I-:27].[IH:28], predict the reaction product. (3) Given the reactants Cl[C:2]1[C:11]([CH3:12])=[C:10]([Cl:13])[C:9]2[C:4](=[CH:5][C:6]([F:15])=[CH:7][C:8]=2[F:14])[N:3]=1.C(Cl)Cl.[Br-].[CH:20]1([Zn+])[CH2:22][CH2:21]1, predict the reaction product. The product is: [Cl:13][C:10]1[C:9]2[C:4](=[CH:5][C:6]([F:15])=[CH:7][C:8]=2[F:14])[N:3]=[C:2]([CH:20]2[CH2:22][CH2:21]2)[C:11]=1[CH3:12]. (4) Given the reactants [C:1]1([CH:7]([C:13]2[CH:18]=[CH:17][CH:16]=[CH:15][CH:14]=2)[N:8]2[CH2:11][CH:10]([OH:12])[CH2:9]2)[CH:6]=[CH:5][CH:4]=[CH:3][CH:2]=1.[H-].[Na+].F[C:22]1[CH:27]=[CH:26][C:25]([N+:28]([O-:30])=[O:29])=[CH:24][CH:23]=1.O, predict the reaction product. The product is: [C:13]1([CH:7]([C:1]2[CH:2]=[CH:3][CH:4]=[CH:5][CH:6]=2)[N:8]2[CH2:11][CH:10]([O:12][C:22]3[CH:27]=[CH:26][C:25]([N+:28]([O-:30])=[O:29])=[CH:24][CH:23]=3)[CH2:9]2)[CH:14]=[CH:15][CH:16]=[CH:17][CH:18]=1. (5) The product is: [Cl:18][C:15]1[CH:16]=[CH:17][C:9]2[S:8][N:13]=[C:11]([OH:12])[C:10]=2[CH:14]=1. Given the reactants C([S:8][C:9]1[CH:17]=[CH:16][C:15]([Cl:18])=[CH:14][C:10]=1[C:11]([NH2:13])=[O:12])C1C=CC=CC=1.S(Cl)(Cl)(=O)=O, predict the reaction product. (6) Given the reactants [CH3:1][CH:2]([CH3:18])[CH2:3][N:4]1[C:16]2[C:15]3[CH:14]=[CH:13][N:12]=[CH:11][C:10]=3[N:9]=[C:8]([NH2:17])[C:7]=2[N:6]=[CH:5]1.[H][H], predict the reaction product. The product is: [CH3:1][CH:2]([CH3:18])[CH2:3][N:4]1[C:16]2[C:15]3[CH2:14][CH2:13][NH:12][CH2:11][C:10]=3[N:9]=[C:8]([NH2:17])[C:7]=2[N:6]=[CH:5]1. (7) Given the reactants Cl[C:2]1[CH:7]=[C:6]([Cl:8])[CH:5]=[CH:4][C:3]=1/[C:9](=[N:19]/[OH:20])/[CH:10]1[CH2:15][CH2:14][N:13]([C:16](=[O:18])[CH3:17])[CH2:12][CH2:11]1.CC(C)([O-])C.[K+], predict the reaction product. The product is: [Cl:8][C:6]1[CH:5]=[CH:4][C:3]2[C:9]([CH:10]3[CH2:15][CH2:14][N:13]([C:16](=[O:18])[CH3:17])[CH2:12][CH2:11]3)=[N:19][O:20][C:2]=2[CH:7]=1.